From a dataset of Catalyst prediction with 721,799 reactions and 888 catalyst types from USPTO. Predict which catalyst facilitates the given reaction. (1) The catalyst class is: 16. Product: [Br:1][C:2]1[CH:3]=[CH:4][C:5](/[CH:8]=[CH:9]/[C@@H:10]2[C@H:18]3[C@:14]([N:21]4[CH2:22][CH:23]([C:25]([NH2:26])=[O:31])[CH2:24]4)([C:15](=[O:20])[O:16][C@@H:17]3[CH3:19])[CH2:13][C:12]([F:27])([F:28])[C@H:11]2[CH3:29])=[N:6][CH:7]=1. Reactant: [Br:1][C:2]1[CH:3]=[CH:4][C:5](/[CH:8]=[CH:9]/[C@@H:10]2[C@H:18]3[C@:14]([N:21]4[CH2:24][CH:23]([C:25]#[N:26])[CH2:22]4)([C:15](=[O:20])[O:16][C@@H:17]3[CH3:19])[CH2:13][C:12]([F:28])([F:27])[C@H:11]2[CH3:29])=[N:6][CH:7]=1.C(=O)([O-])[O-:31].[K+].[K+].OO. (2) Reactant: Cl.[NH:2]1[CH2:5][CH2:4][CH2:3]1.C(O[CH:10]1[C@H:15]([N:16]=[C:17]=[S:18])[C@@H:14]([O:19][C:20](=[O:22])[CH3:21])[C@H:13]([O:23][C:24](=[O:26])[CH3:25])[C@@H:12]([CH2:27][O:28][C:29](=[O:31])[CH3:30])[O:11]1)(=O)C.C(N(CC)CC)C. The catalyst class is: 4. Product: [C:24]([O:23][C@@H:13]1[C@@H:12]([CH2:27][O:28][C:29](=[O:31])[CH3:30])[O:11][C@H:10]2[C@H:15]([N:16]=[C:17]([N:2]3[CH2:5][CH2:4][CH2:3]3)[S:18]2)[C@H:14]1[O:19][C:20](=[O:22])[CH3:21])(=[O:26])[CH3:25]. (3) The catalyst class is: 1. Product: [F:31][C:29]1[CH:28]=[CH:27][C:25]2[S:26][C:22]([C:18]3[N:13]4[N:14]=[C:15]([CH3:17])[CH:16]=[C:11]([C:9](=[O:10])[CH2:1][CH2:2][CH3:3])[C:12]4=[N:20][C:19]=3[CH3:21])=[C:23]([CH3:32])[C:24]=2[CH:30]=1. Reactant: [CH3:1][CH2:2][CH2-:3].[Mg+2].[Br-].CON(C)[C:9]([C:11]1[C:12]2[N:13]([C:18]([C:22]3[S:26][C:25]4[CH:27]=[CH:28][C:29]([F:31])=[CH:30][C:24]=4[C:23]=3[CH3:32])=[C:19]([CH3:21])[N:20]=2)[N:14]=[C:15]([CH3:17])[CH:16]=1)=[O:10]. (4) Reactant: [CH2:1](O)COCCOCCO.C(Cl)(Cl)=O.C1(C)C=CC=CC=1.[CH2:22]([OH:40])[CH2:23][O:24][CH2:25][CH2:26][O:27][CH2:28][CH2:29][O:30][CH2:31][CH2:32][O:33][CH2:34][CH2:35][O:36][CH2:37][CH2:38][OH:39]. Product: [CH3:1][O:39][CH2:38][CH2:37][O:36][CH2:35][CH2:34][O:33][CH2:32][CH2:31][O:30][CH2:29][CH2:28][O:27][CH2:26][CH2:25][O:24][CH2:23][CH2:22][OH:40]. The catalyst class is: 25.